This data is from Cav3 T-type calcium channel HTS with 100,875 compounds. The task is: Binary Classification. Given a drug SMILES string, predict its activity (active/inactive) in a high-throughput screening assay against a specified biological target. (1) The compound is O=C1N=c2n(N=C(C1CC)C)c(c([nH]2)c1ccccc1)c1ccccc1. The result is 0 (inactive). (2) The drug is Clc1ccc(Sc2nc(cc(c2S(=O)(=O)C)C)C)cc1. The result is 0 (inactive). (3) The compound is Clc1c(N(S(=O)(=O)C)CC(=O)N2CCCC2)cc(Cl)c(Cl)c1. The result is 0 (inactive). (4) The compound is S(C(CC)C(=O)Nc1sc(nn1)CC)CC(OCC)=O. The result is 0 (inactive). (5) The molecule is S(Cc1ncccc1)c1nc([nH]n1)c1c(OC)cccc1. The result is 0 (inactive). (6) The drug is Clc1c(N(n2c(=O)c3c(c(c2)C(OC)=O)cccc3)C)ncc(c1)C(F)(F)F. The result is 0 (inactive). (7) The result is 0 (inactive). The molecule is Clc1c(NC(=O)C(C)C)cc(NC(=O)CC)cc1. (8) The molecule is O=C1N(C2CCCCC2)CC(=O)N(C1c1cc(OC)c(OC)cc1)CCCOCC. The result is 0 (inactive). (9) The result is 0 (inactive). The molecule is S(c1n2c3c(ccc2nn1)cccc3)CC#N. (10) The drug is O1CCN(CCCNc2ncnc3oc(c(c23)c2ccc(OC)cc2)c2ccc(OC)cc2)CC1. The result is 0 (inactive).